This data is from Forward reaction prediction with 1.9M reactions from USPTO patents (1976-2016). The task is: Predict the product of the given reaction. The product is: [F:22][C:21]([F:24])([F:23])[C:13]1[CH:12]=[C:11]([C@H:8]2[O:7][C:6](=[O:25])[N:5]([CH2:4][C:3]3[CH:26]=[C:27]([O:30][C:31]([F:34])([F:33])[F:32])[CH:28]=[CH:29][C:2]=3[I:42])[C@H:9]2[CH3:10])[CH:16]=[C:15]([C:17]([F:20])([F:19])[F:18])[CH:14]=1. Given the reactants N[C:2]1[CH:29]=[CH:28][C:27]([O:30][C:31]([F:34])([F:33])[F:32])=[CH:26][C:3]=1[CH2:4][N:5]1[C@@H:9]([CH3:10])[C@@H:8]([C:11]2[CH:16]=[C:15]([C:17]([F:20])([F:19])[F:18])[CH:14]=[C:13]([C:21]([F:24])([F:23])[F:22])[CH:12]=2)[O:7][C:6]1=[O:25].N(OC(C)(C)C)=O.[I:42]I, predict the reaction product.